Dataset: Full USPTO retrosynthesis dataset with 1.9M reactions from patents (1976-2016). Task: Predict the reactants needed to synthesize the given product. (1) Given the product [CH3:21][O:20][C:14]1[CH:13]=[C:12]([CH:17]=[CH:16][C:15]=1[O:18][CH3:19])[CH2:11][CH:10]1[C:23]2[CH:24]=[C:25]([O:26][CH3:27])[C:3]([O:2][CH3:1])=[CH:4][C:5]=2[O:6][CH2:7][CH2:8][NH:9]1, predict the reactants needed to synthesize it. The reactants are: [CH3:1][O:2][C:3]1[CH:4]=[C:5]([CH:23]=[CH:24][C:25]=1[O:26][CH3:27])[O:6][CH2:7][CH2:8][NH:9][C:10](=O)[CH2:11][C:12]1[CH:17]=[CH:16][C:15]([O:18][CH3:19])=[C:14]([O:20][CH3:21])[CH:13]=1.O=P(Cl)(Cl)Cl.[BH4-].[Na+].O. (2) Given the product [Br:16][CH:15]1[C:14]([C:21]2[CH:22]=[C:23]([Cl:28])[CH:24]=[C:25]([Cl:27])[CH:26]=2)([C:17]([F:18])([F:19])[F:20])[O:13][N:12]=[C:11]1[C:8]1[CH:9]=[CH:10][C:5]([C:4]([OH:30])=[O:3])=[C:6]([CH3:29])[CH:7]=1, predict the reactants needed to synthesize it. The reactants are: C([O:3][C:4](=[O:30])[C:5]1[CH:10]=[CH:9][C:8]([C:11]2[CH:15]([Br:16])[C:14]([C:21]3[CH:26]=[C:25]([Cl:27])[CH:24]=[C:23]([Cl:28])[CH:22]=3)([C:17]([F:20])([F:19])[F:18])[O:13][N:12]=2)=[CH:7][C:6]=1[CH3:29])C.O.[OH-].[Li+].CO. (3) Given the product [Si:1]([O:8][C@@H:9]1[C@@:26]2([CH3:27])[C:13](=[CH:14][CH2:15][C@@H:16]3[C@@H:25]2[CH2:24][CH2:23][C@@:21]2([CH3:22])[C@H:17]3[CH2:18][CH2:19][C@@H:20]2[CH2:28][O:29][CH2:59][CH2:60][CH2:61][C:62]([CH2:73][CH3:74])([O:65][Si:66]([CH2:71][CH3:72])([CH2:67][CH3:68])[CH2:69][CH3:70])[CH2:63][CH3:64])[CH2:12][C@@H:11]([O:30][Si:31]([C:34]([CH3:37])([CH3:36])[CH3:35])([CH3:32])[CH3:33])[CH2:10]1)([C:4]([CH3:7])([CH3:6])[CH3:5])([CH3:3])[CH3:2], predict the reactants needed to synthesize it. The reactants are: [Si:1]([O:8][C@@H:9]1[C@@:26]2([CH3:27])[C:13](=[CH:14][CH2:15][C@@H:16]3[C@@H:25]2[CH2:24][CH2:23][C@@:21]2([CH3:22])[C@H:17]3[CH2:18][CH2:19][C@@H:20]2[CH2:28][OH:29])[CH2:12][C@@H:11]([O:30][Si:31]([C:34]([CH3:37])([CH3:36])[CH3:35])([CH3:33])[CH3:32])[CH2:10]1)([C:4]([CH3:7])([CH3:6])[CH3:5])([CH3:3])[CH3:2].[H-].[K+].C1OCCOCCOCCOCCOCCOC1.Br[CH2:59][CH2:60][CH2:61][C:62]([CH2:73][CH3:74])([O:65][Si:66]([CH2:71][CH3:72])([CH2:69][CH3:70])[CH2:67][CH3:68])[CH2:63][CH3:64].[Cl-].[NH4+].